This data is from Reaction yield outcomes from USPTO patents with 853,638 reactions. The task is: Predict the reaction yield, written as a fraction of the theoretical maximum amount of product (1.0 means a 100% yield; for example, 0.34 means a 34% yield). (1) The reactants are [F:1][C:2]1[C:3]([NH:18][S:19]([C:22]2[CH:27]=[CH:26][CH:25]=[CH:24][CH:23]=2)(=[O:21])=[O:20])=[N:4][C:5]([O:8]CC2C=CC=CC=2OC)=[N:6][CH:7]=1.FC(F)(F)C(O)=O. The catalyst is ClCCl. The product is [F:1][C:2]1[C:3]([NH:18][S:19]([C:22]2[CH:27]=[CH:26][CH:25]=[CH:24][CH:23]=2)(=[O:21])=[O:20])=[N:4][C:5]([OH:8])=[N:6][CH:7]=1. The yield is 0.510. (2) The reactants are [Br:1][C:2]1[CH:10]=[CH:9][C:5]([C:6]([OH:8])=[O:7])=[C:4]([F:11])[CH:3]=1.[CH3:12]O. The catalyst is S(=O)(=O)(O)O. The product is [Br:1][C:2]1[CH:10]=[CH:9][C:5]([C:6]([O:8][CH3:12])=[O:7])=[C:4]([F:11])[CH:3]=1. The yield is 0.640. (3) The reactants are [OH:1][C:2]1[CH:7]=[CH:6][C:5]([C:8]2[N:9]=[C:10]3[C:15](=[N:16][C:17]=2[C:18]2[CH:23]=[CH:22][C:21]([OH:24])=[CH:20][CH:19]=2)[N:14]=[CH:13][N:12]=[C:11]3[NH2:25])=[CH:4][CH:3]=1.[C:26](Cl)(=[O:28])[CH3:27].[CH2:30]([O:32]CC)[CH3:31]. The catalyst is FC(F)(F)C(O)=O. The product is [C:26]([O:24][C:21]1[CH:22]=[CH:23][C:18]([C:17]2[N:16]=[C:15]3[C:10]([C:11]([NH2:25])=[N:12][CH:13]=[N:14]3)=[N:9][C:8]=2[C:5]2[CH:6]=[CH:7][C:2]([O:1][C:30](=[O:32])[CH3:31])=[CH:3][CH:4]=2)=[CH:19][CH:20]=1)(=[O:28])[CH3:27]. The yield is 0.977. (4) The reactants are [NH2:1][C:2]1[N:3]=[C:4]([N:17]2[CH2:22][CH2:21][N:20]([C:23]([NH:25][C:26]3[CH:31]=[CH:30][C:29]([CH3:32])=[CH:28][CH:27]=3)=[O:24])[CH2:19][CH2:18]2)[C:5]2[N:10]=[C:9]([C:11]3[CH:12]=[N:13][CH:14]=[CH:15][CH:16]=3)[S:8][C:6]=2[N:7]=1.[H-].[Na+].[CH3:35]I. The catalyst is CN(C=O)C. The product is [NH2:1][C:2]1[N:3]=[C:4]([N:17]2[CH2:22][CH2:21][N:20]([C:23]([N:25]([CH3:35])[C:26]3[CH:27]=[CH:28][C:29]([CH3:32])=[CH:30][CH:31]=3)=[O:24])[CH2:19][CH2:18]2)[C:5]2[N:10]=[C:9]([C:11]3[CH:12]=[N:13][CH:14]=[CH:15][CH:16]=3)[S:8][C:6]=2[N:7]=1. The yield is 0.430. (5) The reactants are [Cl:1][C:2]1[CH:10]=[C:9]2[C:5]([C:6]([C:13]3[N:14]=[C:15]4[C:21]([C:22]([NH:24][CH:25]([CH3:27])[CH3:26])=[O:23])=[CH:20][N:19](COCC[Si](C)(C)C)[C:16]4=[N:17][CH:18]=3)=[N:7][N:8]2[CH2:11][CH3:12])=[CH:4][CH:3]=1.FC(F)(F)C(O)=O.C(N)CN. The catalyst is ClCCl. The product is [Cl:1][C:2]1[CH:10]=[C:9]2[C:5]([C:6]([C:13]3[N:14]=[C:15]4[C:21]([C:22]([NH:24][CH:25]([CH3:26])[CH3:27])=[O:23])=[CH:20][NH:19][C:16]4=[N:17][CH:18]=3)=[N:7][N:8]2[CH2:11][CH3:12])=[CH:4][CH:3]=1. The yield is 0.911. (6) The reactants are Br[C:2]1[C:3]([C:10]2[CH:15]=[CH:14][N:13]=[CH:12][CH:11]=2)=[N:4][N:5]([CH2:7][CH2:8][OH:9])[CH:6]=1.[CH2:16]([O:23]/[N:24]=[C:25]1\[CH2:26][CH2:27][C:28]2[C:33]\1=[CH:32][CH:31]=[C:30](B(O)O)[CH:29]=2)[C:17]1[CH:22]=[CH:21][CH:20]=[CH:19][CH:18]=1.C(=O)([O-])[O-].[K+].[K+]. The catalyst is C(#N)C.O. The product is [CH2:16]([O:23]/[N:24]=[C:25]1\[CH2:26][CH2:27][C:28]2[C:33]\1=[CH:32][CH:31]=[C:30]([C:2]1[C:3]([C:10]3[CH:15]=[CH:14][N:13]=[CH:12][CH:11]=3)=[N:4][N:5]([CH2:7][CH2:8][OH:9])[CH:6]=1)[CH:29]=2)[C:17]1[CH:18]=[CH:19][CH:20]=[CH:21][CH:22]=1. The yield is 0.690. (7) The reactants are NC1C=CC(C(NC2C=CC(N)=CC=2)=O)=CC=1.[C:18]([O:22][C:23]([N:25]1[CH2:29][CH2:28][CH2:27][CH:26]1C(O)=O)=[O:24])([CH3:21])([CH3:20])[CH3:19].C(OC(N1C2C(=CC=CC=2)C=CC1)=O)C. The catalyst is C(Cl)Cl. The product is [C:18]([O:22][C:23]([N:25]1[CH2:29][CH2:28][CH2:27][CH2:26]1)=[O:24])([CH3:21])([CH3:19])[CH3:20]. The yield is 0.930. (8) The reactants are [CH3:1][C:2]([Si:17]([CH3:20])([CH3:19])[CH3:18])([O:4][C@@H:5]1[CH2:8][C@H:7]([NH:9][C:10](=[O:16])[O:11][C:12]([CH3:15])([CH3:14])[CH3:13])[CH2:6]1)[CH3:3].[H-].[Na+].I[CH3:24]. The catalyst is C1COCC1. The product is [CH3:24][N:9]([C@H:7]1[CH2:6][C@@H:5]([O:4][C:2]([CH3:1])([Si:17]([CH3:20])([CH3:19])[CH3:18])[CH3:3])[CH2:8]1)[C:10](=[O:16])[O:11][C:12]([CH3:13])([CH3:14])[CH3:15]. The yield is 0.870. (9) The reactants are [CH3:1][N:2]1[CH2:7][CH2:6][N:5]2[N:8]=[C:9]([NH2:11])[CH:10]=[C:4]2[CH2:3]1.Br[C:13]1[C:14](=[O:21])[N:15]([CH3:20])[CH:16]=[C:17]([Br:19])[CH:18]=1.C1(P(C2C=CC=CC=2)C2(P(C3C=CC=CC=3)C3C=CC=CC=3)CC=C3C(C=CC=C3)=C2C2C3C(=CC=CC=3)C=CC=2)C=CC=CC=1.C(=O)([O-])[O-].[Cs+].[Cs+]. The catalyst is C1C=CC(/C=C/C(/C=C/C2C=CC=CC=2)=O)=CC=1.C1C=CC(/C=C/C(/C=C/C2C=CC=CC=2)=O)=CC=1.C1C=CC(/C=C/C(/C=C/C2C=CC=CC=2)=O)=CC=1.[Pd].[Pd].O1CCOCC1. The product is [Br:19][C:17]1[CH:18]=[C:13]([NH:11][C:9]2[CH:10]=[C:4]3[CH2:3][N:2]([CH3:1])[CH2:7][CH2:6][N:5]3[N:8]=2)[C:14](=[O:21])[N:15]([CH3:20])[CH:16]=1. The yield is 0.140. (10) The reactants are C(NC(C)C)(C)C.FC1C(I)=CC(C)=CN=1.FC1C(I)=C([Li])C(C)=CN=1.[F:27][C:28]1[C:33]([Li])=[C:32]([I:35])[C:31]([CH3:36])=[CH:30][N:29]=1.[CH3:37][O:38][C:39]1[C:46]([O:47][CH3:48])=[C:45]([O:49][CH3:50])[CH:44]=[C:43]([CH3:51])[C:40]=1[CH:41]=[O:42]. The catalyst is O1CCCC1.O.CCCCCC. The product is [CH3:37][O:38][C:39]1[C:46]([O:47][CH3:48])=[C:45]([O:49][CH3:50])[CH:44]=[C:43]([CH3:51])[C:40]=1[CH:41]([C:33]1[C:28]([F:27])=[N:29][CH:30]=[C:31]([CH3:36])[C:32]=1[I:35])[OH:42]. The yield is 0.750.